This data is from Cav3 T-type calcium channel HTS with 100,875 compounds. The task is: Binary Classification. Given a drug SMILES string, predict its activity (active/inactive) in a high-throughput screening assay against a specified biological target. The compound is O1c2cc(CNc3n(c4c(n(c(=O)n(c4=O)C)C)n3)C)ccc2OC1. The result is 0 (inactive).